From a dataset of Catalyst prediction with 721,799 reactions and 888 catalyst types from USPTO. Predict which catalyst facilitates the given reaction. (1) Reactant: [C:1]([C:5]1[CH:33]=[CH:32][C:8]([CH2:9][CH:10]2[N:14]([CH2:15][CH2:16][C:17]3[CH:22]=[CH:21][C:20]([O:23][CH3:24])=[CH:19][CH:18]=3)[C:13](=[O:25])[C:12]3([CH2:30][CH2:29][NH:28][CH2:27][CH2:26]3)[N:11]2[CH3:31])=[CH:7][CH:6]=1)([CH3:4])([CH3:3])[CH3:2].C[Si]([N:38]=[C:39]=[O:40])(C)C.C([O-])(O)=O.[Na+]. Product: [C:1]([C:5]1[CH:33]=[CH:32][C:8]([CH2:9][CH:10]2[N:14]([CH2:15][CH2:16][C:17]3[CH:22]=[CH:21][C:20]([O:23][CH3:24])=[CH:19][CH:18]=3)[C:13](=[O:25])[C:12]3([CH2:30][CH2:29][N:28]([C:39]([NH2:38])=[O:40])[CH2:27][CH2:26]3)[N:11]2[CH3:31])=[CH:7][CH:6]=1)([CH3:4])([CH3:2])[CH3:3]. The catalyst class is: 2. (2) Reactant: [CH3:1][N:2]1[CH:6]=[C:5]([C:7](O)=[O:8])[C:4]([C:10]([F:13])([F:12])[F:11])=[N:3]1.O1CCCC1.C(Cl)(=O)C(Cl)=O.[NH2:25][C:26]1[CH:27]=[C:28]([CH:45]=[CH:46][CH:47]=1)[O:29][C:30]1[CH:31]=[CH:32][C:33]2[N:34]([N:36]=[C:37]([NH:39][C:40]([CH:42]3[CH2:44][CH2:43]3)=[O:41])[N:38]=2)[CH:35]=1. Product: [CH:42]1([C:40]([NH:39][C:37]2[N:38]=[C:33]3[CH:32]=[CH:31][C:30]([O:29][C:28]4[CH:27]=[C:26]([NH:25][C:7]([C:5]5[C:4]([C:10]([F:13])([F:12])[F:11])=[N:3][N:2]([CH3:1])[CH:6]=5)=[O:8])[CH:47]=[CH:46][CH:45]=4)=[CH:35][N:34]3[N:36]=2)=[O:41])[CH2:43][CH2:44]1. The catalyst class is: 402.